This data is from HIV replication inhibition screening data with 41,000+ compounds from the AIDS Antiviral Screen. The task is: Binary Classification. Given a drug SMILES string, predict its activity (active/inactive) in a high-throughput screening assay against a specified biological target. The drug is CC(=O)OCCCCN1C(=O)CSc2ccccc21. The result is 0 (inactive).